From a dataset of NCI-60 drug combinations with 297,098 pairs across 59 cell lines. Regression. Given two drug SMILES strings and cell line genomic features, predict the synergy score measuring deviation from expected non-interaction effect. (1) Synergy scores: CSS=28.9, Synergy_ZIP=-2.24, Synergy_Bliss=-4.93, Synergy_Loewe=-2.00, Synergy_HSA=-2.66. Cell line: U251. Drug 2: CCCCC(=O)OCC(=O)C1(CC(C2=C(C1)C(=C3C(=C2O)C(=O)C4=C(C3=O)C=CC=C4OC)O)OC5CC(C(C(O5)C)O)NC(=O)C(F)(F)F)O. Drug 1: C1=CC(=CC=C1CCCC(=O)O)N(CCCl)CCCl. (2) Drug 1: COC1=CC(=CC(=C1O)OC)C2C3C(COC3=O)C(C4=CC5=C(C=C24)OCO5)OC6C(C(C7C(O6)COC(O7)C8=CC=CS8)O)O. Drug 2: C1CCC(CC1)NC(=O)N(CCCl)N=O. Cell line: MALME-3M. Synergy scores: CSS=26.2, Synergy_ZIP=-8.82, Synergy_Bliss=-0.720, Synergy_Loewe=-32.6, Synergy_HSA=0.0126. (3) Drug 1: CC12CCC3C(C1CCC2=O)CC(=C)C4=CC(=O)C=CC34C. Drug 2: C1C(C(OC1N2C=NC3=C(N=C(N=C32)Cl)N)CO)O. Cell line: MDA-MB-231. Synergy scores: CSS=63.2, Synergy_ZIP=-1.36, Synergy_Bliss=0.677, Synergy_Loewe=-7.56, Synergy_HSA=0.916. (4) Drug 1: CC12CCC(CC1=CCC3C2CCC4(C3CC=C4C5=CN=CC=C5)C)O. Drug 2: CC1=C(C(CCC1)(C)C)C=CC(=CC=CC(=CC(=O)O)C)C. Cell line: 786-0. Synergy scores: CSS=2.90, Synergy_ZIP=-1.95, Synergy_Bliss=-1.81, Synergy_Loewe=-7.73, Synergy_HSA=-3.36. (5) Drug 1: CCC1(CC2CC(C3=C(CCN(C2)C1)C4=CC=CC=C4N3)(C5=C(C=C6C(=C5)C78CCN9C7C(C=CC9)(C(C(C8N6C=O)(C(=O)OC)O)OC(=O)C)CC)OC)C(=O)OC)O.OS(=O)(=O)O. Synergy scores: CSS=39.0, Synergy_ZIP=1.30, Synergy_Bliss=0.382, Synergy_Loewe=-19.5, Synergy_HSA=-0.722. Drug 2: CC12CCC3C(C1CCC2O)C(CC4=C3C=CC(=C4)O)CCCCCCCCCS(=O)CCCC(C(F)(F)F)(F)F. Cell line: M14. (6) Drug 1: C1=NC2=C(N=C(N=C2N1C3C(C(C(O3)CO)O)O)F)N. Drug 2: CC1C(C(CC(O1)OC2CC(OC(C2O)C)OC3=CC4=CC5=C(C(=O)C(C(C5)C(C(=O)C(C(C)O)O)OC)OC6CC(C(C(O6)C)O)OC7CC(C(C(O7)C)O)OC8CC(C(C(O8)C)O)(C)O)C(=C4C(=C3C)O)O)O)O. Cell line: SK-MEL-5. Synergy scores: CSS=47.7, Synergy_ZIP=-0.228, Synergy_Bliss=1.23, Synergy_Loewe=1.37, Synergy_HSA=1.66. (7) Drug 1: C1=CN(C=N1)CC(O)(P(=O)(O)O)P(=O)(O)O. Drug 2: CC1CCCC2(C(O2)CC(NC(=O)CC(C(C(=O)C(C1O)C)(C)C)O)C(=CC3=CSC(=N3)C)C)C. Cell line: MOLT-4. Synergy scores: CSS=47.5, Synergy_ZIP=6.02, Synergy_Bliss=7.51, Synergy_Loewe=-30.6, Synergy_HSA=-0.577.